This data is from Forward reaction prediction with 1.9M reactions from USPTO patents (1976-2016). The task is: Predict the product of the given reaction. (1) The product is: [Cl:1][C:2]1[N:3]=[C:4]([N:12]2[CH2:17][CH2:16][O:15][CH2:14][CH2:13]2)[C:5]2[S:10][C:9]([C:24]3[CH:23]=[CH:22][CH:21]=[C:20]([O:19][CH3:18])[CH:25]=3)=[CH:8][C:6]=2[N:7]=1. Given the reactants [Cl:1][C:2]1[N:3]=[C:4]([N:12]2[CH2:17][CH2:16][O:15][CH2:14][CH2:13]2)[C:5]2[S:10][C:9](I)=[CH:8][C:6]=2[N:7]=1.[CH3:18][O:19][C:20]1[CH:21]=[C:22](B(O)O)[CH:23]=[CH:24][CH:25]=1, predict the reaction product. (2) Given the reactants O=[O+][O-].[CH2:4]([C:7]1[CH:16]=[CH:15][C:10]2[C:11](=[O:14])[O:12][CH2:13][C:9]=2[CH:8]=1)[CH:5]=C.[O:17]=[C:18]1[CH2:23][NH:22][CH2:21][CH2:20][N:19]1[CH:24]1[CH2:33][CH2:32][C:31]2[CH:30]=[C:29]([C:34]#[N:35])[CH:28]=[CH:27][C:26]=2[CH2:25]1.C(O[BH-](OC(=O)C)OC(=O)C)(=O)C.[Na+], predict the reaction product. The product is: [O:17]=[C:18]1[CH2:23][N:22]([CH2:5][CH2:4][C:7]2[CH:16]=[CH:15][C:10]3[C:11](=[O:14])[O:12][CH2:13][C:9]=3[CH:8]=2)[CH2:21][CH2:20][N:19]1[CH:24]1[CH2:33][CH2:32][C:31]2[CH:30]=[C:29]([C:34]#[N:35])[CH:28]=[CH:27][C:26]=2[CH2:25]1. (3) Given the reactants [C:1]1([C:7]2[N:8]=[C:9]([NH:12][CH2:13][CH2:14][CH2:15][N:16]3[CH2:21][CH2:20][N:19](C(OC(C)(C)C)=O)[CH2:18][CH2:17]3)[S:10][CH:11]=2)[CH:6]=[CH:5][CH:4]=[CH:3][CH:2]=1.FC(F)(F)C(O)=O, predict the reaction product. The product is: [C:1]1([C:7]2[N:8]=[C:9]([NH:12][CH2:13][CH2:14][CH2:15][N:16]3[CH2:21][CH2:20][NH:19][CH2:18][CH2:17]3)[S:10][CH:11]=2)[CH:6]=[CH:5][CH:4]=[CH:3][CH:2]=1. (4) Given the reactants [Cl:1][C:2]1[N:7]=[N:6][C:5]([C:8](OC)=[O:9])=[C:4]([NH:12][C:13]2[CH:18]=[CH:17][C:16]([Cl:19])=[C:15]([CH3:20])[N:14]=2)[CH:3]=1.[NH3:21].CO, predict the reaction product. The product is: [Cl:1][C:2]1[N:7]=[N:6][C:5]([C:8]([NH2:21])=[O:9])=[C:4]([NH:12][C:13]2[CH:18]=[CH:17][C:16]([Cl:19])=[C:15]([CH3:20])[N:14]=2)[CH:3]=1.